From a dataset of Forward reaction prediction with 1.9M reactions from USPTO patents (1976-2016). Predict the product of the given reaction. Given the reactants [CH3:1][O:2][C:3]1[CH:4]=[C:5]([CH2:9][CH2:10][CH2:11][OH:12])[CH:6]=[CH:7][CH:8]=1.CCN(CC)CC.[CH3:20][S:21](Cl)(=[O:23])=[O:22], predict the reaction product. The product is: [CH3:1][O:2][C:3]1[CH:4]=[C:5]([CH2:9][CH2:10][CH2:11][O:12][S:21]([CH3:20])(=[O:23])=[O:22])[CH:6]=[CH:7][CH:8]=1.